From a dataset of Forward reaction prediction with 1.9M reactions from USPTO patents (1976-2016). Predict the product of the given reaction. (1) Given the reactants [F:1][C:2]1[CH:26]=[CH:25][C:5]([CH2:6][C:7]2[C:16]([OH:17])=[CH:15][CH:14]=[C:13]3[C:8]=2[C:9](=[O:24])[N:10]([CH2:20][CH2:21][CH2:22][OH:23])[C:11](=[O:19])[N:12]3[CH3:18])=[CH:4][CH:3]=1.Br[CH:28]([CH3:30])[CH3:29].C([O-])([O-])=O.[K+].[K+], predict the reaction product. The product is: [F:1][C:2]1[CH:3]=[CH:4][C:5]([CH2:6][C:7]2[C:16]([O:17][CH:28]([CH3:30])[CH3:29])=[CH:15][CH:14]=[C:13]3[C:8]=2[C:9](=[O:24])[N:10]([CH2:20][CH2:21][CH2:22][OH:23])[C:11](=[O:19])[N:12]3[CH3:18])=[CH:25][CH:26]=1. (2) Given the reactants [Cl:1][C:2]1[S:6][C:5]([C:7]([OH:9])=O)=[CH:4][CH:3]=1.[NH2:10][CH2:11][C@@H:12]1[O:16][C:15](=[O:17])[N:14]([C:18]2[CH:23]=[CH:22][C:21]([N:24]3[CH2:29][CH2:28][O:27][CH2:26][C:25]3=[O:30])=[CH:20][CH:19]=2)[CH2:13]1, predict the reaction product. The product is: [Cl:1][C:2]1[S:6][C:5]([C:7]([NH:10][CH2:11][C@@H:12]2[O:16][C:15](=[O:17])[N:14]([C:18]3[CH:23]=[CH:22][C:21]([N:24]4[CH2:29][CH2:28][O:27][CH2:26][C:25]4=[O:30])=[CH:20][CH:19]=3)[CH2:13]2)=[O:9])=[CH:4][CH:3]=1.